From a dataset of Peptide-MHC class II binding affinity with 134,281 pairs from IEDB. Regression. Given a peptide amino acid sequence and an MHC pseudo amino acid sequence, predict their binding affinity value. This is MHC class II binding data. (1) The peptide sequence is AKPDGKTDCTKEVEE. The MHC is DRB1_1302 with pseudo-sequence DRB1_1302. The binding affinity (normalized) is 0. (2) The peptide sequence is TWAYHGSYEVKATGSA. The MHC is DRB1_0401 with pseudo-sequence DRB1_0401. The binding affinity (normalized) is 0.557. (3) The peptide sequence is SVTIKLDGNLLSSND. The MHC is DRB1_1201 with pseudo-sequence DRB1_1201. The binding affinity (normalized) is 0.466. (4) The peptide sequence is VVMTSLALVGAALHP. The MHC is DRB1_0901 with pseudo-sequence DRB1_0901. The binding affinity (normalized) is 0.608. (5) The peptide sequence is DVKFPGGGQIVGGVY. The MHC is HLA-DQA10501-DQB10201 with pseudo-sequence HLA-DQA10501-DQB10201. The binding affinity (normalized) is 0.170. (6) The peptide sequence is CPFSNRVWNSFQIEE. The MHC is HLA-DQA10201-DQB10301 with pseudo-sequence HLA-DQA10201-DQB10301. The binding affinity (normalized) is 0.756.